Dataset: Full USPTO retrosynthesis dataset with 1.9M reactions from patents (1976-2016). Task: Predict the reactants needed to synthesize the given product. (1) Given the product [CH2:1]([O:3][C:4]([C@H:6]1[CH2:7][C@H:8]([CH2:10][NH2:11])[CH2:9]1)=[O:5])[CH3:2], predict the reactants needed to synthesize it. The reactants are: [CH2:1]([O:3][C:4]([C@H:6]1[CH2:9][C@H:8]([CH2:10][NH:11]C(OCC2C=CC=CC=2)=O)[CH2:7]1)=[O:5])[CH3:2]. (2) Given the product [NH2:3][C:6]1[CH:7]=[CH:8][C:9]([C@@H:12]2[CH2:14][C@H:13]2[C:15]([O:17][CH3:18])=[O:16])=[CH:10][CH:11]=1, predict the reactants needed to synthesize it. The reactants are: CO.[N+:3]([C:6]1[CH:11]=[CH:10][C:9]([C@@H:12]2[CH2:14][C@H:13]2[C:15]([O:17][CH3:18])=[O:16])=[CH:8][CH:7]=1)([O-])=O. (3) Given the product [N:9]1([C:2]2[N:7]=[N:6][CH:5]=[C:4]([OH:8])[CH:3]=2)[CH2:13][CH2:12][CH2:11][CH2:10]1, predict the reactants needed to synthesize it. The reactants are: Cl[C:2]1[N:7]=[N:6][CH:5]=[C:4]([OH:8])[CH:3]=1.[NH:9]1[CH2:13][CH2:12][CH2:11][CH2:10]1.